From a dataset of Full USPTO retrosynthesis dataset with 1.9M reactions from patents (1976-2016). Predict the reactants needed to synthesize the given product. (1) Given the product [CH2:43]([O:42][C:39]([C@@H:40]1[C@H:14]([CH:38]([CH3:37])[CH3:33])[O:13][C:11](=[O:12])[NH:1]1)=[O:41])[C:44]1[CH:5]=[CH:6][CH:7]=[CH:8][CH:9]=1, predict the reactants needed to synthesize it. The reactants are: [N-:1]=[N+]=[N-].N1[CH:9]=[CH:8][CH:7]=[CH:6][CH:5]=1.Cl[C:11]([O:13][C:14]1C=CC=CC=1)=[O:12].C1(P([C:33]2[CH:38]=[CH:37]C=CC=2)C2C=CC=CC=2)C=CC=CC=1.[C:39]([O:42][CH2:43][CH3:44])(=[O:41])[CH3:40]. (2) Given the product [CH2:1]([C:3]1[N:4]=[C:5]2[N:18]([C:19]3[C:20]([CH3:27])=[CH:21][C:22]([CH3:26])=[CH:23][C:24]=3[CH3:25])[CH2:17][CH2:16][N:6]2[C:7]=1[C:8]([CH2:12][CH2:13][CH3:14])=[CH:9][CH2:10][CH3:11])[CH3:2], predict the reactants needed to synthesize it. The reactants are: [CH2:1]([C:3]1[N:4]=[C:5]2[N:18]([C:19]3[C:24]([CH3:25])=[CH:23][C:22]([CH3:26])=[CH:21][C:20]=3[CH3:27])[CH2:17][CH2:16][N:6]2[C:7]=1[C:8](O)([CH2:12][CH2:13][CH3:14])[CH2:9][CH2:10][CH3:11])[CH3:2].C1(C)C=CC(S(O)(=O)=O)=CC=1.O. (3) Given the product [CH2:18]([C@H:25]1[CH2:29][O:28][C:27]([CH3:31])([CH3:30])[N:26]1[C:32](=[O:40])[CH2:33][N:34]1[CH:8]=[C:7]([C:4]2[CH:3]=[CH:2][C:1]([C:12]3[CH:13]=[CH:14][CH:15]=[CH:16][CH:17]=3)=[CH:6][CH:5]=2)[CH:11]=[N:35]1)[C:19]1[CH:20]=[CH:21][CH:22]=[CH:23][CH:24]=1, predict the reactants needed to synthesize it. The reactants are: [C:1]1([C:12]2[CH:17]=[CH:16][CH:15]=[CH:14][CH:13]=2)[CH:6]=[CH:5][C:4]([C:7]2[CH:11]=CO[CH:8]=2)=[CH:3][CH:2]=1.[CH2:18]([C@H:25]1[CH2:29][O:28][C:27]([CH3:31])([CH3:30])[N:26]1[C:32](=[O:40])[CH2:33][N:34]1C=C(I)C=[N:35]1)[C:19]1[CH:24]=[CH:23][CH:22]=[CH:21][CH:20]=1.C1(C2C=CC=CC=2)C=CC(B(O)O)=CC=1. (4) Given the product [P:20]([O-:23])([O-:22])([O-:21])=[O:19].[C:3]([O-:15])(=[O:14])[CH2:4][C:5]([CH2:10][C:11]([O-:13])=[O:12])([C:7]([O-:9])=[O:8])[OH:6], predict the reactants needed to synthesize it. The reactants are: O.O.[C:3]([O-:15])(=[O:14])[CH2:4][C:5]([CH2:10][C:11]([O-:13])=[O:12])([C:7]([O-:9])=[O:8])[OH:6].[Na+].[Na+].[Na+].[OH:19][P:20]([O-:23])([O-:22])=[O:21].[Na+].[Na+].OP([O-])(O)=O.[Na+].[Cl-].[Na+]. (5) Given the product [Cl:1][C:2]1[C:3]([C:21]2[CH:26]=[CH:25][CH:24]=[CH:23][N:22]=2)=[N:4][C:5]([N:8]2[CH2:9][CH2:10][N:11]([S:14]([CH2:17][CH2:18][OH:19])(=[O:16])=[O:15])[CH2:12][CH2:13]2)=[CH:6][CH:7]=1, predict the reactants needed to synthesize it. The reactants are: [Cl:1][C:2]1[C:3]([C:21]2[CH:26]=[CH:25][CH:24]=[CH:23][N:22]=2)=[N:4][C:5]([N:8]2[CH2:13][CH2:12][N:11]([S:14]([CH2:17][CH2:18][O:19]C)(=[O:16])=[O:15])[CH2:10][CH2:9]2)=[CH:6][CH:7]=1.B(Br)(Br)Br. (6) Given the product [C@H:11]1([O:44][C@@H:45]2[C@@H:50]([CH2:51][OH:52])[O:49][C@H:48]([O:61][C@@H:62]3[C@@H:67]([CH2:68][OH:69])[O:66][C@H:65]([O:78][C@@H:79]4[C@@H:108]([CH2:109][OH:110])[O:107][C@@H:82]([O:83][CH2:84][CH2:85][CH2:86][NH:87][C:88](=[O:106])[CH2:89][CH2:90][CH2:91][CH2:92][CH2:93][CH2:94][CH2:95][CH2:96][CH2:97][CH2:98][CH2:99][CH2:100][CH2:101][CH2:102][CH2:103][CH2:104][CH3:105])[C@H:81]([OH:119])[C@H:80]4[OH:128])[C@H:64]([OH:137])[C@H:63]3[OH:146])[C@H:47]([OH:155])[C@H:46]2[OH:164])[O:12][C@H:13]([CH2:34][OH:35])[C@@H:14]([OH:25])[C@H:15]([OH:16])[C@H:10]1[OH:9], predict the reactants needed to synthesize it. The reactants are: C([O:9][C@@H:10]1[C@@H:15]([O:16]C(=O)C2C=CC=CC=2)[C@H:14]([O:25]C(=O)C2C=CC=CC=2)[C@@H:13]([CH2:34][O:35]C(=O)C2C=CC=CC=2)[O:12][C@@H:11]1[O:44][C@@H:45]1[C@@H:50]([CH2:51][O:52]C(=O)C2C=CC=CC=2)[O:49][C@H:48]([O:61][C@@H:62]2[C@@H:67]([CH2:68][O:69]C(=O)C3C=CC=CC=3)[O:66][C@H:65]([O:78][C@@H:79]3[C@@H:108]([CH2:109][O:110]C(=O)C4C=CC=CC=4)[O:107][C@@H:82]([O:83][CH2:84][CH2:85][CH2:86][NH:87][C:88](=[O:106])[CH2:89][CH2:90][CH2:91][CH2:92][CH2:93][CH2:94][CH2:95][CH2:96][CH2:97][CH2:98][CH2:99][CH2:100][CH2:101][CH2:102][CH2:103][CH2:104][CH3:105])[C@H:81]([O:119]C(=O)C4C=CC=CC=4)[C@H:80]3[O:128]C(=O)C3C=CC=CC=3)[C@H:64]([O:137]C(=O)C3C=CC=CC=3)[C@H:63]2[O:146]C(=O)C2C=CC=CC=2)[C@H:47]([O:155]C(=O)C2C=CC=CC=2)[C@H:46]1[O:164]C(=O)C1C=CC=CC=1)(=O)C1C=CC=CC=1.C[O-].[Na+].